From a dataset of Full USPTO retrosynthesis dataset with 1.9M reactions from patents (1976-2016). Predict the reactants needed to synthesize the given product. (1) Given the product [CH3:1][S:2]([N:5]1[CH2:6][CH2:7][N:8]([CH2:11][C:12]2[S:20][C:19]3[C:18]([N:21]4[CH2:26][CH2:25][O:24][CH2:23][CH2:22]4)=[N:17][C:16]([C:34]4[CH:39]=[C:38]5[N:40]=[CH:41][N:42]([CH2:43][O:44][CH2:45][CH2:46][Si:47]([CH3:50])([CH3:49])[CH3:48])[C:37]5=[N:36][CH:35]=4)=[N:15][C:14]=3[CH:13]=2)[CH2:9][CH2:10]1)(=[O:4])=[O:3], predict the reactants needed to synthesize it. The reactants are: [CH3:1][S:2]([N:5]1[CH2:10][CH2:9][N:8]([CH2:11][C:12]2[S:20][C:19]3[C:18]([N:21]4[CH2:26][CH2:25][O:24][CH2:23][CH2:22]4)=[N:17][C:16](SC)=[N:15][C:14]=3[CH:13]=2)[CH2:7][CH2:6]1)(=[O:4])=[O:3].C([Sn](CCCC)(CCCC)[C:34]1[CH:35]=[N:36][C:37]2[N:42]([CH2:43][O:44][CH2:45][CH2:46][Si:47]([CH3:50])([CH3:49])[CH3:48])[CH:41]=[N:40][C:38]=2[CH:39]=1)CCC. (2) Given the product [C:45]([O:44][C:42]([NH:6][C@H:5]1[CH2:4][CH2:3][C@@H:2]([OH:1])[CH2:10][NH:11][C:7]1=[O:9])=[O:43])([CH3:48])([CH3:47])[CH3:46], predict the reactants needed to synthesize it. The reactants are: [OH:1][C@@H:2]([CH2:10][NH2:11])[CH2:3][CH2:4][C@@H:5]([C:7]([OH:9])=O)[NH2:6].O.ON1C2C=CC=CC=2N=N1.Cl.CN(C)CCCN=C=NCC.C(N(CC)CC)C.[C:42](O[C:42]([O:44][C:45]([CH3:48])([CH3:47])[CH3:46])=[O:43])([O:44][C:45]([CH3:48])([CH3:47])[CH3:46])=[O:43]. (3) Given the product [Cl:1][C:2]1[C:11]2[C:10]([CH3:13])([CH3:12])[CH2:9][CH:8]=[C:7]([CH:14]([CH3:16])[CH3:15])[C:6]=2[CH:5]=[C:4](/[C:17](/[CH3:18])=[C:28](/[F:29])\[C:26]([O:25][CH2:24][CH3:23])=[O:27])[C:3]=1[O:20][CH2:21][CH3:22], predict the reactants needed to synthesize it. The reactants are: [Cl:1][C:2]1[C:11]2[C:10]([CH3:13])([CH3:12])[CH2:9][CH:8]=[C:7]([CH:14]([CH3:16])[CH3:15])[C:6]=2[CH:5]=[C:4]([C:17](=O)[CH3:18])[C:3]=1[O:20][CH2:21][CH3:22].[CH3:23][CH2:24][O:25][C:26]([CH:28](P(OCC)(OCC)=O)[F:29])=[O:27].C([Li])CCC. (4) The reactants are: [O:1]=[C:2]1[CH2:6][CH2:5][CH2:4][N:3]1[CH2:7][CH2:8][O:9][CH2:10][C:11]1[CH:12]=[C:13]([CH:17]=[CH:18][N:19]=1)[C:14]([OH:16])=O.CN(C(ON1N=NC2C=CC=NC1=2)=[N+](C)C)C.F[P-](F)(F)(F)(F)F.C(N(C(C)C)C(C)C)C.[O:53]1[CH2:58][CH2:57][O:56][CH2:55][CH:54]1[C:59]1[C:67]2[S:66][C:65]([NH2:68])=[N:64][C:63]=2[C:62]([O:69][CH3:70])=[CH:61][CH:60]=1. Given the product [O:53]1[CH2:58][CH2:57][O:56][CH2:55][CH:54]1[C:59]1[C:67]2[S:66][C:65]([NH:68][C:14](=[O:16])[C:13]3[CH:17]=[CH:18][N:19]=[C:11]([CH2:10][O:9][CH2:8][CH2:7][N:3]4[CH2:4][CH2:5][CH2:6][C:2]4=[O:1])[CH:12]=3)=[N:64][C:63]=2[C:62]([O:69][CH3:70])=[CH:61][CH:60]=1, predict the reactants needed to synthesize it. (5) Given the product [CH:6]1([N:9]2[C:18]3[C:13](=[CH:14][C:15]([F:22])=[C:16]([N:1]4[CH2:5][CH:4]=[CH:3][CH2:2]4)[C:17]=3[O:19][CH3:20])[C:12](=[O:23])[C:11]([C:24]([OH:26])=[O:25])=[CH:10]2)[CH2:7][CH2:8]1, predict the reactants needed to synthesize it. The reactants are: [NH:1]1[CH2:5][CH:4]=[CH:3][CH2:2]1.[CH:6]1([N:9]2[C:18]3[C:13](=[CH:14][C:15]([F:22])=[C:16](F)[C:17]=3[O:19][CH3:20])[C:12](=[O:23])[C:11]([C:24]([OH:26])=[O:25])=[CH:10]2)[CH2:8][CH2:7]1. (6) Given the product [Br:32][C:4]1[CH:3]=[C:2]([NH:1][C:34]([NH:52][CH:49]2[CH2:50][CH2:51][O:46][CH2:47][CH2:48]2)=[O:35])[CH:31]=[CH:30][C:5]=1[O:6][CH:7]1[CH2:12][CH2:11][N:10]([CH2:13][C:14]2[CH:15]=[CH:16][C:17]([C:20]([OH:29])([C:25]([F:28])([F:26])[F:27])[C:21]([F:22])([F:23])[F:24])=[CH:18][CH:19]=2)[CH2:9][CH2:8]1, predict the reactants needed to synthesize it. The reactants are: [NH2:1][C:2]1[CH:31]=[CH:30][C:5]([O:6][CH:7]2[CH2:12][CH2:11][N:10]([CH2:13][C:14]3[CH:19]=[CH:18][C:17]([C:20]([OH:29])([C:25]([F:28])([F:27])[F:26])[C:21]([F:24])([F:23])[F:22])=[CH:16][CH:15]=3)[CH2:9][CH2:8]2)=[C:4]([Br:32])[CH:3]=1.Cl[C:34](OC1C=CC([N+]([O-])=O)=CC=1)=[O:35].[O:46]1[CH2:51][CH2:50][CH:49]([NH2:52])[CH2:48][CH2:47]1.C(N(CC)CC)C.